Dataset: Full USPTO retrosynthesis dataset with 1.9M reactions from patents (1976-2016). Task: Predict the reactants needed to synthesize the given product. (1) The reactants are: [NH2:1][C:2]1[C:3]([C:20]([NH:22][NH:23][C:24]([C:26]2[CH:40]=[CH:39][C:29]([CH2:30][NH:31][C:32](=[O:38])[O:33][C:34]([CH3:37])([CH3:36])[CH3:35])=[CH:28][CH:27]=2)=[O:25])=O)=[N:4][C:5]([C:8]2[CH:13]=[CH:12][C:11]([S:14]([CH:17]([CH3:19])[CH3:18])(=[O:16])=[O:15])=[CH:10][CH:9]=2)=[CH:6][N:7]=1.CCN(C(C)C)C(C)C.BrP(Br)(C1C=CC=CC=1)(C1C=CC=CC=1)C1C=CC=CC=1. Given the product [NH2:1][C:2]1[C:3]([C:20]2[O:25][C:24]([C:26]3[CH:27]=[CH:28][C:29]([CH2:30][NH:31][C:32](=[O:38])[O:33][C:34]([CH3:35])([CH3:37])[CH3:36])=[CH:39][CH:40]=3)=[N:23][N:22]=2)=[N:4][C:5]([C:8]2[CH:9]=[CH:10][C:11]([S:14]([CH:17]([CH3:19])[CH3:18])(=[O:16])=[O:15])=[CH:12][CH:13]=2)=[CH:6][N:7]=1, predict the reactants needed to synthesize it. (2) Given the product [NH2:1][C:2]1[N:3]=[C:4]([N:18]2[CH2:23][CH2:22][N:21]([C:32](=[O:33])[CH2:31][O:30][C:29]3[CH:35]=[CH:36][CH:37]=[C:27]([N+:24]([O-:26])=[O:25])[CH:28]=3)[CH2:20][CH2:19]2)[C:5]2[N:10]=[C:9]([C:11]3[CH:12]=[CH:13][C:14]([F:17])=[CH:15][CH:16]=3)[O:8][C:6]=2[N:7]=1, predict the reactants needed to synthesize it. The reactants are: [NH2:1][C:2]1[N:3]=[C:4]([N:18]2[CH2:23][CH2:22][NH:21][CH2:20][CH2:19]2)[C:5]2[N:10]=[C:9]([C:11]3[CH:16]=[CH:15][C:14]([F:17])=[CH:13][CH:12]=3)[O:8][C:6]=2[N:7]=1.[N+:24]([C:27]1[CH:28]=[C:29]([CH:35]=[CH:36][CH:37]=1)[O:30][CH2:31][C:32](O)=[O:33])([O-:26])=[O:25].CN(C(ON1N=NC2C=CC=CC1=2)=[N+](C)C)C.[B-](F)(F)(F)F.C(N(C(C)C)CC)(C)C. (3) Given the product [CH:18]1([C:16]([NH:15][C:13]2[N:14]=[C:9]3[CH:8]=[CH:7][C:6]([O:5][C:4]4[CH:3]=[C:2]([NH:1][C:29]([C:25]5[S:24][CH:28]=[CH:27][N:26]=5)=[O:30])[CH:23]=[CH:22][CH:21]=4)=[N:11][N:10]3[CH:12]=2)=[O:17])[CH2:20][CH2:19]1, predict the reactants needed to synthesize it. The reactants are: [NH2:1][C:2]1[CH:3]=[C:4]([CH:21]=[CH:22][CH:23]=1)[O:5][C:6]1[CH:7]=[CH:8][C:9]2[N:10]([CH:12]=[C:13]([NH:15][C:16]([CH:18]3[CH2:20][CH2:19]3)=[O:17])[N:14]=2)[N:11]=1.[S:24]1[CH:28]=[CH:27][N:26]=[C:25]1[C:29](Cl)=[O:30]. (4) Given the product [Br:16][C:14]1[C:9]2[N:8]=[N:7][N:6]([CH2:5][CH:1]3[CH2:2][CH2:3][CH2:4]3)[C:10]=2[CH:11]=[CH:12][C:13]=1[OH:15], predict the reactants needed to synthesize it. The reactants are: [CH:1]1([CH2:5][N:6]2[C:10]3[CH:11]=[CH:12][C:13]([OH:15])=[CH:14][C:9]=3[N:8]=[N:7]2)[CH2:4][CH2:3][CH2:2]1.[Br-:16].[Br-].[Br-].[NH+]1C=CC=CC=1.[NH+]1C=CC=CC=1.[NH+]1C=CC=CC=1.